Dataset: Full USPTO retrosynthesis dataset with 1.9M reactions from patents (1976-2016). Task: Predict the reactants needed to synthesize the given product. Given the product [CH3:1][O:2][C:3]1[CH:10]=[CH:9][C:6](/[CH:7]=[CH:17]/[C:16]([C:19]2[CH:27]=[CH:26][C:22]([C:23]([OH:25])=[O:24])=[CH:21][CH:20]=2)=[O:18])=[CH:5][C:4]=1[C:11]1[S:12][CH:13]=[CH:14][CH:15]=1, predict the reactants needed to synthesize it. The reactants are: [CH3:1][O:2][C:3]1[CH:10]=[CH:9][C:6]([CH:7]=O)=[CH:5][C:4]=1[C:11]1[S:12][CH:13]=[CH:14][CH:15]=1.[C:16]([C:19]1[CH:27]=[CH:26][C:22]([C:23]([OH:25])=[O:24])=[CH:21][CH:20]=1)(=[O:18])[CH3:17].